From a dataset of hERG Central: cardiac toxicity at 1µM, 10µM, and general inhibition. Predict hERG channel inhibition at various concentrations. (1) Results: hERG_inhib (hERG inhibition (general)): blocker. The drug is COc1ccc(C(c2nnnn2CCc2ccccc2)N2CCN(C3CCCC3)CC2)cc1OC.Cl. (2) The compound is O=C(Nc1ccc(Cl)cn1)c1cccc(S(=O)(=O)N2CCOCC2)c1. Results: hERG_inhib (hERG inhibition (general)): blocker. (3) The drug is CC(NC(=O)C1CCN(C(=O)c2ccc(F)cc2)CC1)c1ccc(-n2ccnc2)cc1. Results: hERG_inhib (hERG inhibition (general)): blocker. (4) The molecule is CSc1ccccc1NC(=O)CN(C)C(C)C(=O)Nc1ccc(C#N)cc1. Results: hERG_inhib (hERG inhibition (general)): blocker. (5) The molecule is O=C(CCC(=O)N1CCOc2ccc(Cl)cc21)NCCCN1CCN(Cc2ccccc2)CC1. Results: hERG_inhib (hERG inhibition (general)): blocker. (6) The compound is CN(C)c1ccc2c3c(ccc(N(C)C)c13)C(=O)OC2. Results: hERG_inhib (hERG inhibition (general)): blocker.